This data is from Full USPTO retrosynthesis dataset with 1.9M reactions from patents (1976-2016). The task is: Predict the reactants needed to synthesize the given product. (1) Given the product [S:17]([OH:20])([OH:19])(=[O:18])=[O:16].[CH2:1]([NH:3][C:4]1[N:9]=[C:8]([NH:10][CH3:11])[N:7]=[C:6]([NH:12][CH2:13][C:14]#[CH:15])[N:5]=1)[CH3:2].[CH2:1]([NH:3][C:4]1[N:9]=[C:8]([NH:10][CH3:11])[N:7]=[C:6]([NH:12][CH2:13][C:14]#[CH:15])[N:5]=1)[CH3:2], predict the reactants needed to synthesize it. The reactants are: [CH2:1]([NH:3][C:4]1[N:9]=[C:8]([NH:10][CH3:11])[N:7]=[C:6]([NH:12][CH2:13][C:14]#[CH:15])[N:5]=1)[CH3:2].[OH:16][S:17]([OH:20])(=[O:19])=[O:18]. (2) Given the product [NH2:1][C:2]1[CH:9]=[CH:8][C:7]([Cl:10])=[CH:6][C:3]=1[CH:4]=[O:5], predict the reactants needed to synthesize it. The reactants are: [NH2:1][C:2]1[CH:9]=[CH:8][C:7]([Cl:10])=[CH:6][C:3]=1[CH2:4][OH:5]. (3) Given the product [OH:11][NH:10][C:1](=[NH:2])[C:3]1[CH:8]=[CH:7][CH:6]=[N:5][CH:4]=1, predict the reactants needed to synthesize it. The reactants are: [C:1]([C:3]1[CH:4]=[N:5][CH:6]=[CH:7][CH:8]=1)#[N:2].Cl.[NH2:10][OH:11].[Na]. (4) Given the product [Br:1][C:2]1[C:7]([CH3:8])=[N:6][CH:5]=[C:4]2[NH:9][N:11]=[CH:10][C:3]=12, predict the reactants needed to synthesize it. The reactants are: [Br:1][C:2]1[C:3]([CH3:10])=[C:4]([NH2:9])[CH:5]=[N:6][C:7]=1[CH3:8].[N:11]([O-])=O.[Na+].